Dataset: Full USPTO retrosynthesis dataset with 1.9M reactions from patents (1976-2016). Task: Predict the reactants needed to synthesize the given product. (1) Given the product [N+:1]([C:4]1[CH:5]=[C:6]([C:10]2[C:11]3[C:18]([C:19]([O:21][CH2:22][CH3:23])=[O:20])=[CH:17][N:16]([CH2:33][O:32][CH2:31][CH2:30][Si:27]([CH3:29])([CH3:28])[CH3:26])[C:12]=3[N:13]=[CH:14][N:15]=2)[CH:7]=[CH:8][CH:9]=1)([O-:3])=[O:2], predict the reactants needed to synthesize it. The reactants are: [N+:1]([C:4]1[CH:5]=[C:6]([C:10]2[C:11]3[C:18]([C:19]([O:21][CH2:22][CH3:23])=[O:20])=[CH:17][NH:16][C:12]=3[N:13]=[CH:14][N:15]=2)[CH:7]=[CH:8][CH:9]=1)([O-:3])=[O:2].[H-].[Na+].[CH3:26][Si:27]([CH2:30][CH2:31][O:32][CH2:33]Cl)([CH3:29])[CH3:28]. (2) Given the product [S:16]1[C:12]2[CH:11]=[C:10]([C:8]3[S:9][C:5]([NH2:23])=[N:6][N:7]=3)[CH:18]=[CH:17][C:13]=2[CH:14]=[N:15]1, predict the reactants needed to synthesize it. The reactants are: CS([C:5]1[S:9][C:8]([C:10]2[CH:18]=[CH:17][C:13]3[CH:14]=[N:15][S:16][C:12]=3[CH:11]=2)=[N:7][N:6]=1)(=O)=O.C([O-])(=O)C.[NH4+:23].CO. (3) The reactants are: IC.[F:3][C:4]([F:9])([F:8])[C:5]([OH:7])=[O:6].[CH3:10][CH:11]([C:13]1[N:17]=[C:16]([N:18]2[CH2:23][CH2:22][CH:21]([CH2:24][O:25][C:26]3[CH:31]=[CH:30][C:29]([C:32]4[CH:37]=[CH:36][C:35]([S:38]([NH:41][CH2:42][CH2:43][N:44]5[CH2:49][CH2:48][O:47][CH2:46][CH2:45]5)(=[O:40])=[O:39])=[CH:34][CH:33]=4)=[CH:28][CH:27]=3)[CH2:20][CH2:19]2)[O:15][N:14]=1)[CH3:12].[OH-].[K+]. Given the product [C:5]([OH:7])([C:4]([F:9])([F:8])[F:3])=[O:6].[F:3][C:4]([F:9])([F:8])[C:5]([OH:7])=[O:6].[CH3:4][N:41]([CH2:42][CH2:43][N:44]1[CH2:45][CH2:46][O:47][CH2:48][CH2:49]1)[S:38]([C:35]1[CH:36]=[CH:37][C:32]([C:29]2[CH:30]=[CH:31][C:26]([O:25][CH2:24][CH:21]3[CH2:20][CH2:19][N:18]([C:16]4[O:15][N:14]=[C:13]([CH:11]([CH3:10])[CH3:12])[N:17]=4)[CH2:23][CH2:22]3)=[CH:27][CH:28]=2)=[CH:33][CH:34]=1)(=[O:40])=[O:39], predict the reactants needed to synthesize it. (4) Given the product [N+:12]([C:6]1[CH:7]=[CH:8][C:9]2[C:4](=[CH:3][C:2]([C:16]([F:18])([F:17])[F:15])=[CH:11][CH:10]=2)[CH:5]=1)([O-:14])=[O:13], predict the reactants needed to synthesize it. The reactants are: I[C:2]1[CH:11]=[CH:10][C:9]2[C:4](=[CH:5][C:6]([N+:12]([O-:14])=[O:13])=[CH:7][CH:8]=2)[CH:3]=1.[F:15][C:16](I)([F:18])[F:17]. (5) Given the product [F:19][CH2:18][CH:15]([N:12]1[CH:11]=[C:10]([CH2:9][N:5]2[CH:6]=[CH:7][N:8]=[C:4]2[N+:1]([O-:3])=[O:2])[N:14]=[N:13]1)[CH2:16][OH:17], predict the reactants needed to synthesize it. The reactants are: [N+:1]([C:4]1[N:5]([CH2:9][C:10]#[CH:11])[CH:6]=[CH:7][N:8]=1)([O-:3])=[O:2].[N:12]([CH:15]([CH2:18][F:19])[CH2:16][OH:17])=[N+:13]=[N-:14].